Dataset: Catalyst prediction with 721,799 reactions and 888 catalyst types from USPTO. Task: Predict which catalyst facilitates the given reaction. (1) Reactant: [CH2:1]([C:6]1[CH:11]=[CH:10][C:9]([C:12]#[CH:13])=[CH:8][CH:7]=1)[CH2:2][CH2:3][CH2:4][CH3:5].C([Li:18])CCC. Product: [C-:1]#[C-:2].[Li+:18].[Li+:18].[CH2:1]([C:6]1[CH:7]=[CH:8][C:9]([C:12]#[CH:13])=[CH:10][CH:11]=1)[CH2:2][CH2:3][CH2:4][CH3:5]. The catalyst class is: 1. (2) Reactant: [F:1][C:2]1[CH:3]=[C:4]([NH2:14])[CH:5]=[N:6][C:7]=1[CH2:8][CH2:9][S:10]([CH3:13])(=[O:12])=[O:11].C(N(CC)CC)C.Cl[C:23]([O:25][C:26]1[CH:31]=[CH:30][CH:29]=[CH:28][CH:27]=1)=[O:24]. Product: [F:1][C:2]1[CH:3]=[C:4]([NH:14][C:23](=[O:24])[O:25][C:26]2[CH:31]=[CH:30][CH:29]=[CH:28][CH:27]=2)[CH:5]=[N:6][C:7]=1[CH2:8][CH2:9][S:10]([CH3:13])(=[O:12])=[O:11]. The catalyst class is: 4. (3) Reactant: [N:1]1[CH:6]=[CH:5][CH:4]=[C:3]([CH2:7][S:8][C:9]2[CH:18]=[CH:17][CH:16]=[CH:15][C:10]=2[C:11]([O:13]C)=[O:12])[CH:2]=1.[Li+].[OH-].O. Product: [N:1]1[CH:6]=[CH:5][CH:4]=[C:3]([CH2:7][S:8][C:9]2[CH:18]=[CH:17][CH:16]=[CH:15][C:10]=2[C:11]([OH:13])=[O:12])[CH:2]=1. The catalyst class is: 24. (4) The catalyst class is: 6. Product: [N:9]1([C:16]([O-:18])=[O:17])[N+:1]2[CH2:8][CH2:7][CH2:6][C:2]=2[CH:3]([OH:5])[O:4]1. Reactant: [NH:1]1[CH2:8][CH2:7][CH2:6][C@H:2]1[C:3]([OH:5])=[O:4].[N:9]([O-])=O.[Na+].Cl.FC(F)(F)[C:16]([O:18]C(=O)C(F)(F)F)=[O:17]. (5) Reactant: C(N(CC)C(C)C)(C)C.[Cl:10][C:11]1[CH:19]=[CH:18][C:14]([C:15](Cl)=[O:16])=[CH:13][CH:12]=1.[C:20]([O:24][C:25]([NH:27][C:28]([NH:37][C@@H:38]1[CH2:43][CH2:42][CH2:41][CH2:40][C@@H:39]1[NH:44][C:45]1[C:54]2[C:49](=[CH:50][CH:51]=[C:52]([CH3:55])[CH:53]=2)[N:48]=[C:47]([NH2:56])[N:46]=1)=[N:29][C:30]([O:32][C:33]([CH3:36])([CH3:35])[CH3:34])=[O:31])=[O:26])([CH3:23])([CH3:22])[CH3:21].O. Product: [C:33]([O:32][C:30]([NH:29][C:28]([NH:37][C@@H:38]1[CH2:43][CH2:42][CH2:41][CH2:40][C@@H:39]1[NH:44][C:45]1[C:54]2[C:49](=[CH:50][CH:51]=[C:52]([CH3:55])[CH:53]=2)[N:48]=[C:47]([NH:56][C:15](=[O:16])[C:14]2[CH:18]=[CH:19][C:11]([Cl:10])=[CH:12][CH:13]=2)[N:46]=1)=[N:27][C:25]([O:24][C:20]([CH3:23])([CH3:22])[CH3:21])=[O:26])=[O:31])([CH3:34])([CH3:35])[CH3:36]. The catalyst class is: 172. (6) Reactant: [F:1][C:2]([F:7])([F:6])[C:3]([OH:5])=[O:4].[NH2:8][C@H:9]([C:14]([NH:16][C@H:17]([C:19]([NH:21][C@H:22]([C:27]([N:29]1[CH2:56][CH2:55][CH2:54][C@H:30]1[C:31]([NH:33][CH2:34][CH2:35][CH2:36][NH:37][C:38]1[C:51]2[C:50](=[O:52])[C:49]3[C:44](=[CH:45][CH:46]=[CH:47][CH:48]=3)[C:43](=[O:53])[C:42]=2[CH:41]=[CH:40][CH:39]=1)=[O:32])=[O:28])[CH2:23][CH:24]([CH3:26])[CH3:25])=[O:20])[CH3:18])=[O:15])[CH2:10][CH:11]([CH3:13])[CH3:12].[CH2:57]([N:59](CC)CC)[CH3:58]. Product: [F:1][C:2]([F:7])([F:6])[C:3]([OH:5])=[O:4].[NH2:59][CH2:57][C:58]([NH:8][C@H:9]([C:14]([NH:16][C@H:17]([C:19]([NH:21][C@H:22]([C:27]([N:29]1[CH2:56][CH2:55][CH2:54][C@H:30]1[C:31]([NH:33][CH2:34][CH2:35][CH2:36][NH:37][C:38]1[C:51]2[C:50](=[O:52])[C:49]3[C:44](=[CH:45][CH:46]=[CH:47][CH:48]=3)[C:43](=[O:53])[C:42]=2[CH:41]=[CH:40][CH:39]=1)=[O:32])=[O:28])[CH2:23][CH:24]([CH3:26])[CH3:25])=[O:20])[CH3:18])=[O:15])[CH2:10][CH:11]([CH3:13])[CH3:12])=[O:4]. The catalyst class is: 1. (7) Reactant: [C:1]1([CH:7]([N:14]2[CH2:19][CH2:18][NH:17][CH2:16][CH2:15]2)[C:8]2[CH:13]=[CH:12][CH:11]=[CH:10][CH:9]=2)[CH:6]=[CH:5][CH:4]=[CH:3][CH:2]=1.Br[CH2:21][C:22]([O:24][CH2:25][CH3:26])=[O:23].C([O-])([O-])=O.[K+].[K+]. Product: [CH2:25]([O:24][C:22](=[O:23])[CH2:21][N:17]1[CH2:16][CH2:15][N:14]([CH:7]([C:8]2[CH:13]=[CH:12][CH:11]=[CH:10][CH:9]=2)[C:1]2[CH:6]=[CH:5][CH:4]=[CH:3][CH:2]=2)[CH2:19][CH2:18]1)[CH3:26]. The catalyst class is: 10.